This data is from Reaction yield outcomes from USPTO patents with 853,638 reactions. The task is: Predict the reaction yield, written as a fraction of the theoretical maximum amount of product (1.0 means a 100% yield; for example, 0.34 means a 34% yield). The reactants are [CH:1]([N:14]1[C:22]2[C:17](=[CH:18][C:19]([Cl:23])=[CH:20][CH:21]=2)[C:16]([CH2:24][CH2:25][S:26]([C:29]2[CH:38]=[CH:37][C:32]([C:33]([O:35]C)=[O:34])=[CH:31][CH:30]=2)(=[O:28])=[O:27])=[C:15]1[CH2:39][CH2:40][NH:41][S:42]([CH2:45][C:46]1[CH:51]=[CH:50][CH:49]=[CH:48][C:47]=1[F:52])(=[O:44])=[O:43])([C:8]1[CH:13]=[CH:12][CH:11]=[CH:10][CH:9]=1)[C:2]1[CH:7]=[CH:6][CH:5]=[CH:4][CH:3]=1.C1COCC1.[OH-].[Na+]. The catalyst is CO. The product is [CH:1]([N:14]1[C:22]2[C:17](=[CH:18][C:19]([Cl:23])=[CH:20][CH:21]=2)[C:16]([CH2:24][CH2:25][S:26]([C:29]2[CH:38]=[CH:37][C:32]([C:33]([OH:35])=[O:34])=[CH:31][CH:30]=2)(=[O:28])=[O:27])=[C:15]1[CH2:39][CH2:40][NH:41][S:42]([CH2:45][C:46]1[CH:51]=[CH:50][CH:49]=[CH:48][C:47]=1[F:52])(=[O:43])=[O:44])([C:2]1[CH:3]=[CH:4][CH:5]=[CH:6][CH:7]=1)[C:8]1[CH:13]=[CH:12][CH:11]=[CH:10][CH:9]=1. The yield is 0.990.